Dataset: Full USPTO retrosynthesis dataset with 1.9M reactions from patents (1976-2016). Task: Predict the reactants needed to synthesize the given product. (1) Given the product [NH3:1].[OH:22][C:19]1([CH3:2])[CH2:29][CH2:30][N:26]([CH:8]2[CH2:11][N:10]([C:12]([O:14][C:15]([CH3:18])([CH3:17])[CH3:16])=[O:13])[CH2:9]2)[CH2:27][CH2:28]1, predict the reactants needed to synthesize it. The reactants are: [NH:1]1CCCC[CH2:2]1.I[CH:8]1[CH2:11][N:10]([C:12]([O:14][C:15]([CH3:18])([CH3:17])[CH3:16])=[O:13])[CH2:9]1.[C:19](=[O:22])([O-])[O-].[K+].[K+].C[N:26]1[CH2:30][CH2:29][CH2:28][C:27]1=O. (2) Given the product [O:21]1[C:25]2[CH:26]=[CH:27][CH:28]=[C:29]([CH2:30][N:8]3[CH2:9][C:5]4[C:4]([NH:10][C:11]5[CH:12]=[N:13][C:14]6[C:19]([CH:20]=5)=[CH:18][CH:17]=[CH:16][CH:15]=6)=[N:3][CH:2]=[N:1][C:6]=4[CH2:7]3)[C:24]=2[O:23][CH2:22]1, predict the reactants needed to synthesize it. The reactants are: [N:1]1[C:6]2[CH2:7][NH:8][CH2:9][C:5]=2[C:4]([NH:10][C:11]2[CH:12]=[N:13][C:14]3[C:19]([CH:20]=2)=[CH:18][CH:17]=[CH:16][CH:15]=3)=[N:3][CH:2]=1.[O:21]1[C:25]2[CH:26]=[CH:27][CH:28]=[C:29]([CH:30]=O)[C:24]=2[O:23][CH2:22]1.ClCCCl.CO.C(O[BH-](OC(=O)C)OC(=O)C)(=O)C.[Na+]. (3) Given the product [ClH:35].[NH:15]1[CH2:16][CH2:17][CH:18]([S:21][C:22]2[CH:23]=[C:24]3[C:29](=[CH:30][C:31]=2[CH2:32][CH2:33][CH3:34])[CH:28]=[N:27][CH:26]=[CH:25]3)[CH2:19][CH2:20]1, predict the reactants needed to synthesize it. The reactants are: FC(F)(F)C(O)=O.C(OC([N:15]1[CH2:20][CH2:19][CH:18]([S:21][C:22]2[CH:23]=[C:24]3[C:29](=[CH:30][C:31]=2[CH2:32][CH2:33][CH3:34])[CH:28]=[N:27][CH:26]=[CH:25]3)[CH2:17][CH2:16]1)=O)(C)(C)C.[ClH:35]. (4) Given the product [CH2:41]([O:40][C:36](=[O:39])[CH:37]=[CH:38][C:2]1[CH:9]=[CH:8][C:5]([CH2:6][OH:7])=[CH:4][CH:3]=1)[CH3:42], predict the reactants needed to synthesize it. The reactants are: Br[C:2]1[CH:9]=[CH:8][C:5]([CH2:6][OH:7])=[CH:4][CH:3]=1.C1(P(C2C=CC=CC=2)C2C=CC=CC=2)C=CC=CC=1.C(N(CC)CC)C.[C:36]([O:40][CH2:41][CH3:42])(=[O:39])[CH:37]=[CH2:38]. (5) Given the product [CH3:1][O:2][CH2:3][N:4]1[C:12]2[C:7](=[CH:8][CH:9]=[CH:10][C:11]=2[NH:13][S:24]([C:20]2[S:19][CH:23]=[CH:22][CH:21]=2)(=[O:26])=[O:25])[CH:6]=[C:5]1[C:14]1[S:15][CH:16]=[CH:17][N:18]=1, predict the reactants needed to synthesize it. The reactants are: [CH3:1][O:2][CH2:3][N:4]1[C:12]2[C:7](=[CH:8][CH:9]=[CH:10][C:11]=2[NH2:13])[CH:6]=[C:5]1[C:14]1[S:15][CH:16]=[CH:17][N:18]=1.[S:19]1[CH:23]=[CH:22][CH:21]=[C:20]1[S:24](Cl)(=[O:26])=[O:25]. (6) Given the product [ClH:10].[CH:21]1([C:16]2[CH:17]=[C:18]3[C:13](=[CH:14][CH:15]=2)[N:12]=[C:11]([N:7]2[CH2:8][CH2:9][N:4]([CH:1]4[CH2:3][CH2:2]4)[CH2:5][CH2:6]2)[CH:20]=[CH:19]3)[CH2:22][CH2:23][CH2:24][CH2:25][CH2:26]1, predict the reactants needed to synthesize it. The reactants are: [CH:1]1([N:4]2[CH2:9][CH2:8][NH:7][CH2:6][CH2:5]2)[CH2:3][CH2:2]1.[Cl:10][C:11]1[CH:20]=[CH:19][C:18]2[C:13](=[CH:14][CH:15]=[C:16]([CH:21]3[CH2:26][CH2:25][CH2:24][CH2:23][CH2:22]3)[CH:17]=2)[N:12]=1. (7) Given the product [OH:30][C:28]1[C:27]([C:32](=[O:47])[NH:33][CH2:34][C:35]2[CH:40]=[CH:39][CH:38]=[C:37]([C:41]3[CH:46]=[CH:45][CH:44]=[CH:43][CH:42]=3)[CH:36]=2)=[CH:26][N:25]=[C:24]([NH:12][C:13](=[O:23])[CH2:14][CH2:15][C:16]([OH:18])=[O:17])[CH:29]=1, predict the reactants needed to synthesize it. The reactants are: COC1C=C(OC)C=CC=1C[N:12]([C:24]1[CH:29]=[C:28]([O:30]C)[C:27]([C:32](=[O:47])[NH:33][CH2:34][C:35]2[CH:40]=[CH:39][CH:38]=[C:37]([C:41]3[CH:46]=[CH:45][CH:44]=[CH:43][CH:42]=3)[CH:36]=2)=[CH:26][N:25]=1)[C:13](=[O:23])[CH2:14][CH2:15][C:16]([O:18]C(C)(C)C)=[O:17].CCOCC. (8) Given the product [Cl:27][C:8]1[CH:9]=[C:10]([N:11]([CH2:18][C:19]2[CH:24]=[CH:23][C:22]([O:25][CH3:26])=[CH:21][CH:20]=2)[C:12]2[CH:17]=[CH:16][CH:15]=[CH:14][CH:13]=2)[C:5]2[N:6]([C:2]([C:33]([OH:35])=[O:34])=[CH:3][N:4]=2)[N:7]=1, predict the reactants needed to synthesize it. The reactants are: Br[C:2]1[N:6]2[N:7]=[C:8]([Cl:27])[CH:9]=[C:10]([N:11]([CH2:18][C:19]3[CH:24]=[CH:23][C:22]([O:25][CH3:26])=[CH:21][CH:20]=3)[C:12]3[CH:17]=[CH:16][CH:15]=[CH:14][CH:13]=3)[C:5]2=[N:4][CH:3]=1.C([Li])CCC.[C:33](=[O:35])=[O:34].